The task is: Predict the product of the given reaction.. This data is from Forward reaction prediction with 1.9M reactions from USPTO patents (1976-2016). (1) Given the reactants [C:11](O[C:11](=[O:19])[CH2:12][CH2:13][CH2:14][CH2:15][CH2:16][CH2:17][CH3:18])(=[O:19])[CH2:12][CH2:13][CH2:14][CH2:15][CH2:16][CH2:17][CH3:18].[C:20]1([C@H:26]([NH2:28])[CH3:27])[CH:25]=[CH:24][CH:23]=[CH:22][CH:21]=1.C(N(CC)CC)C, predict the reaction product. The product is: [C:11]([NH:28][C@@H:26]([C:20]1[CH:25]=[CH:24][CH:23]=[CH:22][CH:21]=1)[CH3:27])(=[O:19])[CH2:12][CH2:13][CH2:14][CH2:15][CH2:16][CH2:17][CH3:18]. (2) Given the reactants [NH:1]1[CH:5]=[CH:4][N:3]=[N:2]1.[I-].[Na+].[OH-].[Na+].[CH2:10](Cl)[C:11]1[CH:16]=[CH:15][CH:14]=[CH:13][CH:12]=1, predict the reaction product. The product is: [CH2:10]([N:1]1[CH:5]=[CH:4][N:3]=[N:2]1)[C:11]1[CH:16]=[CH:15][CH:14]=[CH:13][CH:12]=1.[CH2:10]([N:2]1[N:3]=[CH:4][CH:5]=[N:1]1)[C:11]1[CH:16]=[CH:15][CH:14]=[CH:13][CH:12]=1. (3) Given the reactants CC(C)(C)C([N:5]([CH2:23][CH:24]1[CH2:28][O:27]C(=O)[O:25]1)[C:6]1[C:11]([CH2:12][CH2:13][C:14](OCCCC)=[O:15])=[CH:10][CH:9]=[C:8]([O:21][CH3:22])[N:7]=1)=O.Cl, predict the reaction product. The product is: [OH:25][CH:24]([CH2:28][OH:27])[CH2:23][N:5]1[C:6]2[C:11](=[CH:10][CH:9]=[C:8]([O:21][CH3:22])[N:7]=2)[CH2:12][CH2:13][C:14]1=[O:15]. (4) Given the reactants [CH3:1][O:2][C:3]1[CH:4]=[C:5]([CH:10]=[CH:11][C:12]=1[O:13][CH2:14][CH2:15][O:16][C:17]([F:20])([F:19])[F:18])[C:6]([O:8]C)=[O:7].[OH-].[Na+], predict the reaction product. The product is: [CH3:1][O:2][C:3]1[CH:4]=[C:5]([CH:10]=[CH:11][C:12]=1[O:13][CH2:14][CH2:15][O:16][C:17]([F:18])([F:19])[F:20])[C:6]([OH:8])=[O:7]. (5) Given the reactants O[C:2]1[CH:7]=[CH:6][N:5]2[C:8]([CH2:11][C:12]([F:15])([F:14])[F:13])=[CH:9][N:10]=[C:4]2[C:3]=1[C:16]#[N:17].O(Cl)[Cl:19].[P+5].C([O-])(O)=O.[Na+], predict the reaction product. The product is: [Cl:19][C:2]1[CH:7]=[CH:6][N:5]2[C:8]([CH2:11][C:12]([F:15])([F:14])[F:13])=[CH:9][N:10]=[C:4]2[C:3]=1[C:16]#[N:17]. (6) Given the reactants C([O:4][C:5]1[CH:10]=[CH:9][C:8]([F:11])=[CH:7][C:6]=1[C:12]1[CH:17]=[CH:16][CH:15]=[CH:14][C:13]=1[C:18]1[CH:23]=[CH:22][CH:21]=[CH:20][CH:19]=1)C=C.[C:24]1(C)[CH:29]=C(C)C=C(C)[CH:25]=1, predict the reaction product. The product is: [CH2:29]([C:10]1[CH:9]=[C:8]([F:11])[CH:7]=[C:6]([C:12]2[CH:17]=[CH:16][CH:15]=[CH:14][C:13]=2[C:18]2[CH:19]=[CH:20][CH:21]=[CH:22][CH:23]=2)[C:5]=1[OH:4])[CH:24]=[CH2:25]. (7) Given the reactants I[C:2]1C(C2SC=CC=2)=NN[CH:6]=1.[H-].[Na+].C(I)C.[Cl:17][C:18]1[CH:19]=[C:20]([C:23]2[C:27]([I:28])=[CH:26][N:25](CC)[N:24]=2)[S:21][CH:22]=1, predict the reaction product. The product is: [Cl:17][C:18]1[CH:19]=[C:20]([C:23]2[N:24]([CH2:2][CH3:6])[N:25]=[CH:26][C:27]=2[I:28])[S:21][CH:22]=1.